From a dataset of Catalyst prediction with 721,799 reactions and 888 catalyst types from USPTO. Predict which catalyst facilitates the given reaction. (1) Reactant: F[P-](F)(F)(F)(F)F.[CH3:8][N+:9](C)=[C:10](N(C)C)ON1C2N=CC=CC=2N=N1.[C:25]([O:29][C:30]([NH:32][C@H:33]([C:44]([OH:46])=O)[CH2:34][C:35]1[CH:40]=[CH:39][C:38]([B:41]([OH:43])[OH:42])=[CH:37][CH:36]=1)=[O:31])([CH3:28])([CH3:27])[CH3:26].C(N(CC)C(C)C)(C)C.CNC.O1CCCC1. Product: [C:25]([O:29][C:30]([NH:32][C@H:33]([C:44]([N:9]([CH3:10])[CH3:8])=[O:46])[CH2:34][C:35]1[CH:40]=[CH:39][C:38]([B:41]([OH:43])[OH:42])=[CH:37][CH:36]=1)=[O:31])([CH3:28])([CH3:27])[CH3:26]. The catalyst class is: 9. (2) Reactant: [F:1][C:2]1[CH:7]=[C:6]([C:8]2[CH:13]=[CH:12][C:11]([CH2:14][C:15]([OH:17])=O)=[CH:10][N:9]=2)[CH:5]=[CH:4][N:3]=1.[NH2:18][C:19]1[N:24]=[CH:23][C:22]([N:25]2[CH2:30][CH2:29][N:28]([C:31](=[O:33])[CH3:32])[CH2:27][CH2:26]2)=[CH:21][CH:20]=1.CN(C(ON1N=NC2C=CC=NC1=2)=[N+](C)C)C.F[P-](F)(F)(F)(F)F. Product: [C:31]([N:28]1[CH2:27][CH2:26][N:25]([C:22]2[CH:21]=[CH:20][C:19]([NH:18][C:15](=[O:17])[CH2:14][C:11]3[CH:12]=[CH:13][C:8]([C:6]4[CH:5]=[CH:4][N:3]=[C:2]([F:1])[CH:7]=4)=[N:9][CH:10]=3)=[N:24][CH:23]=2)[CH2:30][CH2:29]1)(=[O:33])[CH3:32]. The catalyst class is: 3. (3) Reactant: [NH2:1][C:2]1[C:7]([OH:8])=[C:6]([F:9])[C:5]([C:10]2[CH:15]=[CH:14][CH:13]=[CH:12][CH:11]=2)=[C:4]([CH3:16])[C:3]=1[C:17]#[N:18].[N:19]1(C(N2C=CN=C2)=N)C=CN=[CH:20]1. Product: [NH2:19][C:20]1[O:8][C:7]2[C:2](=[C:3]([C:17]#[N:18])[C:4]([CH3:16])=[C:5]([C:10]3[CH:15]=[CH:14][CH:13]=[CH:12][CH:11]=3)[C:6]=2[F:9])[N:1]=1. The catalyst class is: 7. (4) Reactant: C(OC([N:8]1[C:16]2[C:11](=[CH:12][CH:13]=[CH:14][C:15]=2[N:17]2[CH2:22][CH2:21][N:20](C(OC(C)(C)C)=O)[CH2:19][CH2:18]2)[C:10]([CH2:30][C:31]2[CH:36]=[CH:35][CH:34]=[CH:33][CH:32]=2)=[C:9]1[S:37]([CH3:40])(=[O:39])=[O:38])=O)(C)(C)C.FC(F)(F)C(O)=O. Product: [CH2:30]([C:10]1[C:11]2[C:16](=[C:15]([N:17]3[CH2:18][CH2:19][NH:20][CH2:21][CH2:22]3)[CH:14]=[CH:13][CH:12]=2)[NH:8][C:9]=1[S:37]([CH3:40])(=[O:39])=[O:38])[C:31]1[CH:36]=[CH:35][CH:34]=[CH:33][CH:32]=1. The catalyst class is: 4.